From a dataset of Forward reaction prediction with 1.9M reactions from USPTO patents (1976-2016). Predict the product of the given reaction. (1) Given the reactants CC(C)([O-])C.[Na+].[C@@H]1(N)CCCC[C@H]1N.CCCCCCCCCCCC.I[C:28]1[CH:29]=[C:30]([CH3:35])[CH:31]=[C:32]([CH3:34])[CH:33]=1.[C:36](=[NH:49])([C:43]1[CH:48]=[CH:47][CH:46]=[CH:45][CH:44]=1)[C:37]1[CH:42]=[CH:41][CH:40]=[CH:39][CH:38]=1, predict the reaction product. The product is: [CH3:34][C:32]1[CH:33]=[C:28]([N:49]=[C:36]([C:37]2[CH:42]=[CH:41][CH:40]=[CH:39][CH:38]=2)[C:43]2[CH:48]=[CH:47][CH:46]=[CH:45][CH:44]=2)[CH:29]=[C:30]([CH3:35])[CH:31]=1. (2) Given the reactants [Cl:1][C:2]1[CH:11]=[CH:10][C:9](I)=[CH:8][C:3]=1[C:4]([O:6][CH3:7])=[O:5].[C:13]([Si:15]([CH3:18])([CH3:17])[CH3:16])#[CH:14], predict the reaction product. The product is: [Cl:1][C:2]1[CH:11]=[CH:10][C:9]([C:14]#[C:13][Si:15]([CH3:18])([CH3:17])[CH3:16])=[CH:8][C:3]=1[C:4]([O:6][CH3:7])=[O:5]. (3) Given the reactants [Cl:1][C:2]1[CH:7]=[C:6]([F:8])[CH:5]=[CH:4][C:3]=1[OH:9].[H-].[Na+].[CH2:12](Br)[C:13]1[CH:18]=[CH:17][CH:16]=[CH:15][CH:14]=1, predict the reaction product. The product is: [CH2:12]([O:9][C:3]1[CH:4]=[CH:5][C:6]([F:8])=[CH:7][C:2]=1[Cl:1])[C:13]1[CH:18]=[CH:17][CH:16]=[CH:15][CH:14]=1. (4) Given the reactants C[O:2][C:3]1(OC)[CH2:6][C:5]([C:13]([O:15][CH:16]([CH3:18])[CH3:17])=[O:14])([C:7]([O:9][CH:10]([CH3:12])[CH3:11])=[O:8])[CH2:4]1, predict the reaction product. The product is: [O:2]=[C:3]1[CH2:6][C:5]([C:7]([O:9][CH:10]([CH3:12])[CH3:11])=[O:8])([C:13]([O:15][CH:16]([CH3:17])[CH3:18])=[O:14])[CH2:4]1. (5) The product is: [NH2:17][C@H:12]1[CH2:13][CH2:14][CH2:15][CH2:16][C@H:11]1[NH:10][C:7]1[N:8]=[N:9][C:4]([C:1]([NH2:2])=[O:3])=[C:5]([NH:25][C:26]2[CH:31]=[CH:30][CH:29]=[C:28]([C:32]([C:35]#[N:36])([CH3:34])[CH3:33])[N:27]=2)[CH:6]=1. Given the reactants [C:1]([C:4]1[N:9]=[N:8][C:7]([NH:10][C@@H:11]2[CH2:16][CH2:15][CH2:14][CH2:13][C@@H:12]2[NH:17]C(=O)OC(C)(C)C)=[CH:6][C:5]=1[NH:25][C:26]1[CH:31]=[CH:30][CH:29]=[C:28]([C:32]([C:35]#[N:36])([CH3:34])[CH3:33])[N:27]=1)(=[O:3])[NH2:2].C(O)(C(F)(F)F)=O, predict the reaction product.